This data is from Reaction yield outcomes from USPTO patents with 853,638 reactions. The task is: Predict the reaction yield, written as a fraction of the theoretical maximum amount of product (1.0 means a 100% yield; for example, 0.34 means a 34% yield). The reactants are Cl.[NH2:2][CH2:3][C@@H:4]([C:6]1[CH:11]=[CH:10][C:9]([F:12])=[CH:8][CH:7]=1)[OH:5].[Cl:13][C:14]1[CH:19]=[C:18](Cl)[N:17]=[CH:16][N:15]=1.C([O-])(O)=O.[Na+].O. The product is [Cl:13][C:14]1[N:15]=[CH:16][N:17]=[C:18]([NH:2][CH2:3][C@@H:4]([C:6]2[CH:11]=[CH:10][C:9]([F:12])=[CH:8][CH:7]=2)[OH:5])[CH:19]=1. The yield is 0.590. The catalyst is O1CCOCC1.